From a dataset of Catalyst prediction with 721,799 reactions and 888 catalyst types from USPTO. Predict which catalyst facilitates the given reaction. Reactant: [NH2:1][C:2]1[C:11]2[N:12]=[C:13]([CH2:20][CH2:21][O:22][CH3:23])[N:14]([CH2:15][C:16]([OH:19])([CH3:18])[CH3:17])[C:10]=2[C:9]2[CH:8]=[CH:7][C:6]([OH:24])=[CH:5][C:4]=2[N:3]=1.C(=O)([O-])[O-].[Cs+].[Cs+].Br[CH2:32][C:33]1[CH:37]=[C:36]([CH3:38])[O:35][N:34]=1.[Cl-].[Na+]. Product: [NH2:1][C:2]1[C:11]2[N:12]=[C:13]([CH2:20][CH2:21][O:22][CH3:23])[N:14]([CH2:15][C:16]([CH3:18])([OH:19])[CH3:17])[C:10]=2[C:9]2[CH:8]=[CH:7][C:6]([O:24][CH2:32][C:33]3[CH:37]=[C:36]([CH3:38])[O:35][N:34]=3)=[CH:5][C:4]=2[N:3]=1. The catalyst class is: 6.